This data is from Full USPTO retrosynthesis dataset with 1.9M reactions from patents (1976-2016). The task is: Predict the reactants needed to synthesize the given product. (1) Given the product [O:1]1[CH2:5][CH2:4][CH2:3][CH:2]1[CH2:6][NH:7][C:8]1[CH:15]=[C:14]([C:16]2[C:24]3[CH2:23][C:22]([CH3:26])([CH3:25])[CH2:21][C:20](=[O:27])[C:19]=3[N:18]([CH3:28])[CH:17]=2)[CH:13]=[CH:12][C:9]=1[C:10]([NH2:11])=[O:29], predict the reactants needed to synthesize it. The reactants are: [O:1]1[CH2:5][CH2:4][CH2:3][CH:2]1[CH2:6][NH:7][C:8]1[CH:15]=[C:14]([C:16]2[C:24]3[CH2:23][C:22]([CH3:26])([CH3:25])[CH2:21][C:20](=[O:27])[C:19]=3[N:18]([CH3:28])[CH:17]=2)[CH:13]=[CH:12][C:9]=1[C:10]#[N:11].[OH:29]O.[OH-].[Na+]. (2) Given the product [CH:1]1([C@H:5]([NH:7][C:8]2[N:16]=[C:15]([C:17]3[O:18][C:29](=[O:30])[NH:20][N:19]=3)[N:14]=[C:13]3[C:9]=2[N:10]([CH2:21][C@H:22]2[CH2:27][CH2:26][C@H:25]([CH3:28])[CH2:24][CH2:23]2)[CH:11]=[N:12]3)[CH3:6])[CH2:4][CH2:3][CH2:2]1, predict the reactants needed to synthesize it. The reactants are: [CH:1]1([C@H:5]([NH:7][C:8]2[N:16]=[C:15]([C:17]([NH:19][NH2:20])=[O:18])[N:14]=[C:13]3[C:9]=2[N:10]([CH2:21][C@H:22]2[CH2:27][CH2:26][C@H:25]([CH3:28])[CH2:24][CH2:23]2)[CH:11]=[N:12]3)[CH3:6])[CH2:4][CH2:3][CH2:2]1.[C:29](N1C=CN=C1)(N1C=CN=C1)=[O:30].C1CCN2C(=NCCC2)CC1. (3) Given the product [CH2:1]([O:3][C:4](=[O:21])[CH:5]([N:7]1[C:12]2[CH:13]=[C:14]([O:17][C:37]3([CH3:39])[CH2:38][N:35]([CH:22]([C:23]4[CH:28]=[CH:27][CH:26]=[CH:25][CH:24]=4)[C:29]4[CH:34]=[CH:33][CH:32]=[CH:31][CH:30]=4)[CH2:36]3)[CH:15]=[CH:16][C:11]=2[O:10][CH2:9][C:8]1=[O:18])[CH3:19])[CH3:2], predict the reactants needed to synthesize it. The reactants are: [CH2:1]([O:3][C:4](=[O:21])[C:5]([CH2:19]C)([N:7]1[C:12]2[CH:13]=[C:14]([OH:17])[CH:15]=[CH:16][C:11]=2[O:10][CH2:9][C:8]1=[O:18])C)[CH3:2].[CH:22]([N:35]1[CH2:38][C:37](OS(C)(=O)=O)([CH3:39])[CH2:36]1)([C:29]1[CH:34]=[CH:33][CH:32]=[CH:31][CH:30]=1)[C:23]1[CH:28]=[CH:27][CH:26]=[CH:25][CH:24]=1.C([O-])([O-])=O.[Cs+].[Cs+].O. (4) The reactants are: C([N:8]1[CH2:16][C:15](=[O:17])[C:14]([CH2:21][CH:22]=[CH2:23])([CH2:18][CH:19]=[CH2:20])[C@H:9]1[C:10]([O:12]C)=[O:11])(OC(C)(C)C)=O.[Li+].[OH-].Cl. Given the product [CH2:21]([C:14]1([CH2:18][CH:19]=[CH2:20])[C:15](=[O:17])[CH2:16][NH:8][C@@H:9]1[C:10]([OH:12])=[O:11])[CH:22]=[CH2:23], predict the reactants needed to synthesize it.